This data is from Full USPTO retrosynthesis dataset with 1.9M reactions from patents (1976-2016). The task is: Predict the reactants needed to synthesize the given product. (1) Given the product [N:1]1[CH:6]=[CH:5][CH:4]=[CH:3][C:2]=1[NH:7][CH2:8][C@@H:9]([OH:10])[CH3:11], predict the reactants needed to synthesize it. The reactants are: [N:1]1[CH:6]=[CH:5][CH:4]=[CH:3][C:2]=1[NH:7][C:8](=O)[C@H:9]([CH3:11])[OH:10].[H-].[Al+3].[Li+].[H-].[H-].[H-].O. (2) Given the product [O:31]=[C:32]1[O:1][C@H:2]([C@@H:4]([NH:12][C:13](=[O:19])[O:14][C:15]([CH3:18])([CH3:17])[CH3:16])[CH2:5][C:6]2[CH:11]=[CH:10][CH:9]=[CH:8][CH:7]=2)[CH2:3][CH:33]1[CH2:36][C:37]1[CH:38]=[CH:39][C:40]([C:43]2[CH:48]=[CH:47][CH:46]=[CH:45][N:44]=2)=[CH:41][CH:42]=1, predict the reactants needed to synthesize it. The reactants are: [O:1]1[CH2:3][C@H:2]1[C@@H:4]([NH:12][C:13](=[O:19])[O:14][C:15]([CH3:18])([CH3:17])[CH3:16])[CH2:5][C:6]1[CH:11]=[CH:10][CH:9]=[CH:8][CH:7]=1.C(OCC)(=O)CC(OCC)=O.[O-:31][CH2:32][CH3:33].[Na+].Br[CH2:36][C:37]1[CH:42]=[CH:41][C:40]([C:43]2[CH:48]=[CH:47][CH:46]=[CH:45][N:44]=2)=[CH:39][CH:38]=1.Cl.